The task is: Regression. Given a peptide amino acid sequence and an MHC pseudo amino acid sequence, predict their binding affinity value. This is MHC class II binding data.. This data is from Peptide-MHC class II binding affinity with 134,281 pairs from IEDB. (1) The peptide sequence is VDPTDYFRNEQSIPP. The MHC is HLA-DPA10201-DPB10501 with pseudo-sequence HLA-DPA10201-DPB10501. The binding affinity (normalized) is 0.175. (2) The peptide sequence is YTDVFSLDPTFTIETT. The MHC is HLA-DPA10201-DPB10501 with pseudo-sequence HLA-DPA10201-DPB10501. The binding affinity (normalized) is 0.118. (3) The peptide sequence is FPDRASIIRLVGAVL. The MHC is DRB1_0802 with pseudo-sequence DRB1_0802. The binding affinity (normalized) is 0.115.